From a dataset of Reaction yield outcomes from USPTO patents with 853,638 reactions. Predict the reaction yield, written as a fraction of the theoretical maximum amount of product (1.0 means a 100% yield; for example, 0.34 means a 34% yield). (1) The reactants are C([Sn](CCCC)(CCCC)[C:6]1[N:7]=[CH:8][N:9]([C:11]2[CH:16]=[C:15]([C:17]([F:20])([F:19])[F:18])[CH:14]=[C:13]([C:21]3[CH:26]=[CH:25][C:24]([C:27]([F:30])([F:29])[F:28])=[CH:23][CH:22]=3)[N:12]=2)[CH:10]=1)CCC.Br[C:40]1[CH:41]=[C:42]([S:46]([NH:49][C:50]([CH3:54])([CH3:53])[CH2:51][OH:52])(=[O:48])=[O:47])[CH:43]=[CH:44][CH:45]=1.CCCCCCC. The catalyst is C1(C)C=CC=CC=1. The product is [OH:52][CH2:51][C:50]([NH:49][S:46]([C:42]1[CH:43]=[CH:44][CH:45]=[C:40]([C:6]2[N:7]=[CH:8][N:9]([C:11]3[CH:16]=[C:15]([C:17]([F:18])([F:19])[F:20])[CH:14]=[C:13]([C:21]4[CH:26]=[CH:25][C:24]([C:27]([F:29])([F:30])[F:28])=[CH:23][CH:22]=4)[N:12]=3)[CH:10]=2)[CH:41]=1)(=[O:48])=[O:47])([CH3:54])[CH3:53]. The yield is 0.660. (2) The reactants are [NH2:1][C:2]1[CH:3]=[C:4]([CH:9]=[CH:10][C:11]=1[CH:12]=[O:13])[C:5]([O:7][CH3:8])=[O:6].Cl[C:15]([O:17][CH2:18][CH3:19])=[O:16].C([O-])([O-])=O.[Na+].[Na+]. The catalyst is C1COCC1.C([O-])(O)=O.[Na+].O.ClC(OCC)=O. The product is [CH2:18]([O:17][C:15]([NH:1][C:2]1[CH:3]=[C:4]([CH:9]=[CH:10][C:11]=1[CH:12]=[O:13])[C:5]([O:7][CH3:8])=[O:6])=[O:16])[CH3:19]. The yield is 0.410. (3) The reactants are C([O:9][C@@H:10]1[C@@H:17]2[C@@H:13]([NH:14][O:15][CH2:16]2)[C@H:12]([F:18])[C@H:11]1[O:19][CH2:20][C:21]1[CH:26]=[CH:25][CH:24]=[CH:23][CH:22]=1)(=O)C1C=CC=CC=1.C[O-].[Na+].[Cl-].[NH4+].[C:32](=[O:35])([O-])[OH:33].[Na+]. The catalyst is CO. The product is [CH2:20]([O:19][C@@H:11]1[C@@H:12]([F:18])[C@@H:13]2[N:14]([C:32]([O:33][CH2:20][C:21]3[CH:26]=[CH:25][CH:24]=[CH:23][CH:22]=3)=[O:35])[O:15][CH2:16][C@@H:17]2[C@H:10]1[OH:9])[C:21]1[CH:22]=[CH:23][CH:24]=[CH:25][CH:26]=1. The yield is 0.970. (4) The reactants are O([Si:4]([O:7][CH2:8][CH3:9])([CH3:6])[CH3:5])CC.[CH2:10]([Mg]Br)[CH:11]=[CH2:12]. The catalyst is CCOCC. The yield is 0.840. The product is [CH2:12]([CH2:9][CH2:8][O:7][SiH:4]([CH3:5])[CH3:6])[CH:11]=[CH2:10]. (5) The reactants are C([C:3]1[C:11]2[C:6](=[CH:7][CH:8]=[C:9]([N+:12]([O-:14])=[O:13])[CH:10]=2)[NH:5][C:4]=1[C:15]([OH:17])=[O:16])C.[OH-].[K+].[CH2:20](Br)[CH2:21][CH3:22].[NH4+].[Cl-].[C:26]1(C)C=CC=C[CH:27]=1. The catalyst is CS(C)=O. The product is [CH2:26]([O:17][C:15]([C:4]1[N:5]([CH2:20][CH2:21][CH3:22])[C:6]2[C:11]([CH:3]=1)=[CH:10][C:9]([N+:12]([O-:14])=[O:13])=[CH:8][CH:7]=2)=[O:16])[CH3:27]. The yield is 0.950. (6) The reactants are [Br:1][C:2]1[CH:7]=[CH:6][C:5]([OH:8])=[C:4]([N+:9]([O-:11])=[O:10])[CH:3]=1.[H-].[Na+].[CH3:14]I. The catalyst is CN(C)C=O.O. The product is [Br:1][C:2]1[CH:7]=[CH:6][C:5]([O:8][CH3:14])=[C:4]([N+:9]([O-:11])=[O:10])[CH:3]=1. The yield is 0.618.